Dataset: Forward reaction prediction with 1.9M reactions from USPTO patents (1976-2016). Task: Predict the product of the given reaction. (1) The product is: [ClH:42].[OH:8][C:9]1[CH:10]=[C:11]2[C:16](=[CH:17][CH:18]=1)[C:15]([O:19][C:20]1[CH:21]=[CH:22][C:23]([O:26][CH2:27][CH2:28][N:29]3[CH2:34][CH2:33][CH2:32][CH2:31][CH2:30]3)=[CH:24][CH:25]=1)=[C:14]([C:35]1[C:36]([C:40]#[N:41])=[CH:37][S:38][CH:39]=1)[CH:13]=[CH:12]2. Given the reactants [H][H].CCOCC.[OH:8][C:9]1[CH:10]=[C:11]2[C:16](=[CH:17][CH:18]=1)[C:15]([O:19][C:20]1[CH:25]=[CH:24][C:23]([O:26][CH2:27][CH2:28][N:29]3[CH2:34][CH2:33][CH2:32][CH2:31][CH2:30]3)=[CH:22][CH:21]=1)=[C:14]([C:35]1[C:36]([C:40]#[N:41])=[CH:37][S:38][CH:39]=1)[CH:13]=[CH:12]2.[Cl:42]CCl, predict the reaction product. (2) Given the reactants Br[C:2]1[CH:17]=[CH:16][C:5]2[N:6]([C:9]([O:11][C:12]([CH3:15])([CH3:14])[CH3:13])=[O:10])[CH:7]=[N:8][C:4]=2[CH:3]=1.[B:18]1([B:18]2[O:22][C:21]([CH3:24])([CH3:23])[C:20]([CH3:26])([CH3:25])[O:19]2)[O:22][C:21]([CH3:24])([CH3:23])[C:20]([CH3:26])([CH3:25])[O:19]1.C([O-])(=O)C.[K+], predict the reaction product. The product is: [CH3:25][C:20]1([CH3:26])[C:21]([CH3:24])([CH3:23])[O:22][B:18]([C:2]2[CH:17]=[CH:16][C:5]3[N:6]([C:9]([O:11][C:12]([CH3:15])([CH3:14])[CH3:13])=[O:10])[CH:7]=[N:8][C:4]=3[CH:3]=2)[O:19]1. (3) Given the reactants [F:1][C:2]1[CH:7]=[CH:6][C:5]([N:8]2[C:17]3[C:12](=[CH:13][C:14]([C:18]#[C:19][C:20]4[CH:21]=[N:22][C:23]([CH3:26])=[N:24][CH:25]=4)=[CH:15][CH:16]=3)[C:11](=[O:27])[C:10]([C:28]([O:30][CH2:31][CH3:32])=[O:29])=[CH:9]2)=[CH:4][CH:3]=1, predict the reaction product. The product is: [F:1][C:2]1[CH:7]=[CH:6][C:5]([N:8]2[C:17]3[C:12](=[CH:13][C:14]([CH2:18][CH2:19][C:20]4[CH:25]=[N:24][C:23]([CH3:26])=[N:22][CH:21]=4)=[CH:15][CH:16]=3)[C:11](=[O:27])[C:10]([C:28]([O:30][CH2:31][CH3:32])=[O:29])=[CH:9]2)=[CH:4][CH:3]=1. (4) Given the reactants [NH2:1][C:2]1[C:7]([Br:8])=[CH:6][C:5]([CH3:9])=[CH:4][N:3]=1.[C:10]1(=O)[CH2:15][CH2:14][CH2:13][C:12](=[O:16])[CH2:11]1.O.C1(C)C=CC(S(O)(=O)=O)=CC=1.C(=O)(O)[O-].[Na+], predict the reaction product. The product is: [Br:8][C:7]1[C:2]([NH:1][C:10]2[CH2:15][CH2:14][CH2:13][C:12](=[O:16])[CH:11]=2)=[N:3][CH:4]=[C:5]([CH3:9])[CH:6]=1. (5) The product is: [Cl:19][C:20]1[CH:52]=[N:51][C:23]2[NH:24][C:25]3[C:30]([C:22]=2[CH:21]=1)=[CH:29][C:28]([CH2:31][CH2:32][NH:33][C:34](=[O:41])[C:35]1[CH:40]=[CH:39][CH:38]=[CH:37][CH:36]=1)=[CH:27][CH:26]=3. Given the reactants CCCC[N+](CCCC)(CCCC)CCCC.[F-].[Cl:19][C:20]1[CH:52]=[N:51][C:23]2[N:24](S(C3C=CC=CC=3)(=O)=O)[C:25]3[C:30]([C:22]=2[CH:21]=1)=[CH:29][C:28]([CH2:31][CH2:32][NH:33][C:34](=[O:41])[C:35]1[CH:40]=[CH:39][CH:38]=[CH:37][CH:36]=1)=[CH:27][CH:26]=3, predict the reaction product. (6) Given the reactants [C:1]1([CH2:7][O:8][C:9]2[CH:10]=[C:11]([CH2:15][CH2:16][C:17]([NH2:19])=O)[CH:12]=[CH:13][CH:14]=2)[CH:6]=[CH:5][CH:4]=[CH:3][CH:2]=1.[H-].[H-].[H-].[H-].[Li+].[Al+3], predict the reaction product. The product is: [C:1]1([CH2:7][O:8][C:9]2[CH:10]=[C:11]([CH2:15][CH2:16][CH2:17][NH2:19])[CH:12]=[CH:13][CH:14]=2)[CH:2]=[CH:3][CH:4]=[CH:5][CH:6]=1. (7) Given the reactants [CH:1]1(/[CH:6]=[C:7](\[C:11]2[CH:24]=[CH:23][C:22]3[S:21](=[O:26])(=[O:25])[C:20]4[C:15](=[CH:16][CH:17]=[CH:18][CH:19]=4)[N:14]([CH3:27])[C:13]=3[CH:12]=2)/[C:8]([OH:10])=O)[CH2:5][CH2:4][CH2:3][CH2:2]1.[CH3:28][N:29]1[CH:33]=[CH:32][C:31]([NH2:34])=[N:30]1.C(N(CC)C(C)C)(C)C.CN(C(ON1N=NC2C=CC=NC1=2)=[N+](C)C)C.F[P-](F)(F)(F)(F)F.C1C=NC2N(O)N=NC=2C=1, predict the reaction product. The product is: [CH:1]1(/[CH:6]=[C:7](\[C:11]2[CH:24]=[CH:23][C:22]3[S:21](=[O:25])(=[O:26])[C:20]4[C:15](=[CH:16][CH:17]=[CH:18][CH:19]=4)[N:14]([CH3:27])[C:13]=3[CH:12]=2)/[C:8]([NH:34][C:31]2[CH:32]=[CH:33][N:29]([CH3:28])[N:30]=2)=[O:10])[CH2:5][CH2:4][CH2:3][CH2:2]1. (8) Given the reactants [CH2:1]([O:8][C:9]([NH:11][CH2:12][C@H:13]([C:16]1[CH:21]=[CH:20][C:19]([O:22]C(=O)C)=[CH:18][CH:17]=1)[O:14][CH3:15])=[O:10])[C:2]1[CH:7]=[CH:6][CH:5]=[CH:4][CH:3]=1.[OH-].[K+].Cl, predict the reaction product. The product is: [CH2:1]([O:8][C:9](=[O:10])[NH:11][CH2:12][C@@H:13]([C:16]1[CH:21]=[CH:20][C:19]([OH:22])=[CH:18][CH:17]=1)[O:14][CH3:15])[C:2]1[CH:7]=[CH:6][CH:5]=[CH:4][CH:3]=1. (9) Given the reactants [NH2:1][C:2]1[CH:10]=[C:9]([O:11][CH3:12])[CH:8]=[C:7]([O:13][CH3:14])[C:3]=1[C:4]([NH2:6])=[O:5].[CH:15]([C:17]1[CH:27]=[CH:26][C:20]([O:21][CH2:22][C:23]([NH2:25])=[O:24])=[CH:19][CH:18]=1)=O.S([O-])(O)=O.[Na+].O.C1(C)C=CC(S(O)(=O)=O)=CC=1, predict the reaction product. The product is: [CH3:14][O:13][C:7]1[CH:8]=[C:9]([O:11][CH3:12])[CH:10]=[C:2]2[C:3]=1[C:4](=[O:5])[NH:6][C:15]([C:17]1[CH:27]=[CH:26][C:20]([O:21][CH2:22][C:23]([NH2:25])=[O:24])=[CH:19][CH:18]=1)=[N:1]2. (10) Given the reactants [F:1][C:2]1[CH:7]=[CH:6][C:5]([N+:8]([O-])=O)=[C:4]([F:11])[C:3]=1[I:12].Cl.[Cl-].[OH-].[Na+], predict the reaction product. The product is: [F:11][C:4]1[C:3]([I:12])=[C:2]([F:1])[CH:7]=[CH:6][C:5]=1[NH2:8].